This data is from Forward reaction prediction with 1.9M reactions from USPTO patents (1976-2016). The task is: Predict the product of the given reaction. (1) Given the reactants [Cl:1][C:2]1[CH:7]=[CH:6][C:5]([N:8]([CH3:21])[S:9]([C:12]2[CH:20]=[CH:19][C:15]([C:16](Cl)=[O:17])=[CH:14][CH:13]=2)(=[O:11])=[O:10])=[CH:4][CH:3]=1.[NH2:22][C:23]1[CH:28]=[CH:27][C:26]([Br:29])=[CH:25][C:24]=1[C:30]1[NH:34][C:33](=[O:35])[O:32][N:31]=1, predict the reaction product. The product is: [Br:29][C:26]1[CH:27]=[CH:28][C:23]([NH:22][C:16](=[O:17])[C:15]2[CH:19]=[CH:20][C:12]([S:9]([N:8]([C:5]3[CH:6]=[CH:7][C:2]([Cl:1])=[CH:3][CH:4]=3)[CH3:21])(=[O:11])=[O:10])=[CH:13][CH:14]=2)=[C:24]([C:30]2[NH:34][C:33](=[O:35])[O:32][N:31]=2)[CH:25]=1. (2) Given the reactants C([O:3][C:4](=[O:30])[CH2:5][CH2:6][C:7]1[N:8]=[C:9]([NH:12][C:13]([NH:15][C:16]2[CH:21]=[CH:20][C:19]([CH3:22])=[CH:18][C:17]=2[C:23]([CH:25]2[CH2:29][CH2:28][CH2:27][CH2:26]2)=[O:24])=[O:14])[S:10][CH:11]=1)C.[Li+].[OH-], predict the reaction product. The product is: [CH:25]1([C:23]([C:17]2[CH:18]=[C:19]([CH3:22])[CH:20]=[CH:21][C:16]=2[NH:15][C:13](=[O:14])[NH:12][C:9]2[S:10][CH:11]=[C:7]([CH2:6][CH2:5][C:4]([OH:30])=[O:3])[N:8]=2)=[O:24])[CH2:29][CH2:28][CH2:27][CH2:26]1. (3) Given the reactants [F:1][C:2]1[CH:7]=[CH:6][C:5]([C:8]2[O:9][C:10]3[CH:20]=[C:19]([N:21]([CH3:26])[S:22]([CH3:25])(=[O:24])=[O:23])[C:18](C4C=CC=C(B5OC(C)(C)C(C)(C)O5)C=4)=[CH:17][C:11]=3[C:12]=2[C:13]([NH:15][CH3:16])=[O:14])=[CH:4][CH:3]=1.Cl[C:43]1[CH:44]=[CH:45][C:46]2[O:51][CH2:50][N:49]3[C:52]4[CH:58]=[CH:57][CH:56]=[CH:55][C:53]=4[N:54]=[C:48]3[C:47]=2[CH:59]=1.CC(C1C=C(C(C)C)C(C2C=CC=CC=2P(C2CCCCC2)C2CCCCC2)=C(C(C)C)C=1)C.[O-]P([O-])([O-])=O.[K+].[K+].[K+], predict the reaction product. The product is: [CH:59]1[C:47]2[C:48]3[N:49]([C:52]4[CH:58]=[CH:57][CH:56]=[CH:55][C:53]=4[N:54]=3)[CH2:50][O:51][C:46]=2[CH:45]=[CH:44][C:43]=1[C:18]1[C:19]([N:21]([CH3:26])[S:22]([CH3:25])(=[O:24])=[O:23])=[CH:20][C:10]2[O:9][C:8]([C:5]3[CH:4]=[CH:3][C:2]([F:1])=[CH:7][CH:6]=3)=[C:12]([C:13]([NH:15][CH3:16])=[O:14])[C:11]=2[CH:17]=1.